From a dataset of Reaction yield outcomes from USPTO patents with 853,638 reactions. Predict the reaction yield, written as a fraction of the theoretical maximum amount of product (1.0 means a 100% yield; for example, 0.34 means a 34% yield). (1) The reactants are Br.[N+:2]([C:5]1[CH:10]=[CH:9][C:8]([CH2:11][C@@H:12]([C:14]2[N:15]=[C:16]([C:19]3[CH:24]=[CH:23][CH:22]=[CH:21][CH:20]=3)[S:17][CH:18]=2)[NH2:13])=[CH:7][CH:6]=1)([O-:4])=[O:3].C([O-])([O-])=O.[Ca+2].C(Cl)(Cl)(Cl)Cl.[C:35](Cl)(Cl)=[S:36]. The catalyst is O.C(Cl)Cl. The product is [N:13]([C@H:12]([C:14]1[N:15]=[C:16]([C:19]2[CH:20]=[CH:21][CH:22]=[CH:23][CH:24]=2)[S:17][CH:18]=1)[CH2:11][C:8]1[CH:7]=[CH:6][C:5]([N+:2]([O-:4])=[O:3])=[CH:10][CH:9]=1)=[C:35]=[S:36]. The yield is 0.730. (2) The reactants are [Cl:1][C:2]1[CH:24]=[C:23]([Cl:25])[CH:22]=[CH:21][C:3]=1[CH2:4][N:5]1[C:9](/[CH:10]=[CH:11]/[C:12]([O:14][CH2:15][CH3:16])=[O:13])=[CH:8][C:7]([O:17][CH2:18][O:19][CH3:20])=[N:6]1. The catalyst is [C].[Pd].O1CCCC1. The product is [Cl:1][C:2]1[CH:24]=[C:23]([Cl:25])[CH:22]=[CH:21][C:3]=1[CH2:4][N:5]1[C:9]([CH2:10][CH2:11][C:12]([O:14][CH2:15][CH3:16])=[O:13])=[CH:8][C:7]([O:17][CH2:18][O:19][CH3:20])=[N:6]1. The yield is 0.960. (3) The reactants are [NH2:1][C:2]1[S:3][C@:4]2([CH2:31]O)[C@H:6]([C@:7]([C:11]3[CH:12]=[C:13]([NH:18][C:19]4[C:20]5[N:28]=[CH:27][C:26]([C:29]#[N:30])=[CH:25][C:21]=5[N:22]=[CH:23][N:24]=4)[CH:14]=[CH:15][C:16]=3[F:17])([CH2:9][F:10])[N:8]=1)[CH2:5]2.COCCN(S(F)(F)[F:43])CCOC. The catalyst is C(Cl)Cl. The product is [NH2:1][C:2]1[S:3][C@:4]2([CH2:31][F:43])[C@H:6]([C@:7]([C:11]3[CH:12]=[C:13]([NH:18][C:19]4[C:20]5[N:28]=[CH:27][C:26]([C:29]#[N:30])=[CH:25][C:21]=5[N:22]=[CH:23][N:24]=4)[CH:14]=[CH:15][C:16]=3[F:17])([CH2:9][F:10])[N:8]=1)[CH2:5]2. The yield is 0.400. (4) The catalyst is CN(C=O)C. The yield is 0.580. The reactants are [N:1]1[C:6]2[CH2:7][CH2:8][C:9]3[CH:19]=[CH:18][CH:17]=[CH:16][C:10]=3[N:11]([CH2:12][CH2:13][CH2:14][NH2:15])[C:5]=2[CH:4]=[CH:3][CH:2]=1.CCN(CC)CC.[Cl:27][C:28]1[CH:33]=[CH:32][C:31]([S:34](Cl)(=[O:36])=[O:35])=[CH:30][CH:29]=1. The product is [Cl:27][C:28]1[CH:33]=[CH:32][C:31]([S:34]([NH:15][CH2:14][CH2:13][CH2:12][N:11]2[C:5]3[CH:4]=[CH:3][CH:2]=[N:1][C:6]=3[CH2:7][CH2:8][C:9]3[CH:19]=[CH:18][CH:17]=[CH:16][C:10]2=3)(=[O:36])=[O:35])=[CH:30][CH:29]=1. (5) The reactants are [CH3:1][C@H:2]1[C@@H:11]([N:12]2[CH2:16][CH2:15][CH2:14][C:13]2=[O:17])[CH2:10][CH2:9][C:4]2([O:8][CH2:7][CH2:6][O:5]2)[CH2:3]1.[Li+].CC([N-]C(C)C)C.Br[CH2:27][C:28]1[CH:33]=[CH:32][C:31]([Cl:34])=[CH:30][C:29]=1[Cl:35]. No catalyst specified. The product is [Cl:35][C:29]1[CH:30]=[C:31]([Cl:34])[CH:32]=[CH:33][C:28]=1[CH2:27][CH:14]1[CH2:15][CH2:16][N:12]([C@H:11]2[CH2:10][CH2:9][C:4]3([O:5][CH2:6][CH2:7][O:8]3)[CH2:3][C@H:2]2[CH3:1])[C:13]1=[O:17]. The yield is 0.560. (6) The reactants are C1CO[C:8]2[CH:7]=[CH:6][C:5]([NH:11][C:12]3[C:17]([F:18])=[CH:16][N:15]=[C:14]([NH:19][C:20]4[CH:25]=[CH:24][CH:23]=[C:22](O)C=4)[N:13]=3)=[CH:4][C:3]=2[O:2]1.ClC1N=C(NC2C=CC=[C:37]([OH:41])[CH:36]=2)C(F)=CN=1.CC1OC(C)=CC=1CN. No catalyst specified. The product is [CH3:36][C:37]1[O:41][C:23]([CH3:22])=[CH:24][C:25]=1[CH2:20][NH:19][C:14]1[N:13]=[C:12]([NH:11][C:5]2[CH:6]=[CH:7][CH:8]=[C:3]([OH:2])[CH:4]=2)[C:17]([F:18])=[CH:16][N:15]=1. The yield is 0.590. (7) The reactants are C(OC(=O)[NH:7][C@@H:8]1[CH2:13][CH2:12][CH2:11][N:10]([C:14]2[CH:19]=[CH:18][C:17]([NH:20][C:21]3[C:30]4[C:25](=[CH:26][CH:27]=[C:28]([C:31]5[CH:36]=[C:35]([Cl:37])[C:34]([OH:38])=[C:33]([Cl:39])[CH:32]=5)[N:29]=4)[N:24]=[CH:23][C:22]=3[C:40]([CH:42]3C[CH2:43]3)=[O:41])=[CH:16][N:15]=2)[CH2:9]1)(C)(C)C.C(O)(C(F)(F)F)=O. No catalyst specified. The product is [ClH:37].[ClH:37].[ClH:37].[NH2:7][C@@H:8]1[CH2:13][CH2:12][CH2:11][N:10]([C:14]2[N:15]=[CH:16][C:17]([NH:20][C:21]3[C:30]4[C:25](=[CH:26][CH:27]=[C:28]([C:31]5[CH:32]=[C:33]([Cl:39])[C:34]([OH:38])=[C:35]([Cl:37])[CH:36]=5)[N:29]=4)[N:24]=[CH:23][C:22]=3[C:40](=[O:41])[CH2:42][CH3:43])=[CH:18][CH:19]=2)[CH2:9]1. The yield is 0.620. (8) The reactants are [I:1][C:2]1[C:10]2[C:5](=[N:6][CH:7]=[N:8][C:9]=2[NH2:11])[NH:4][N:3]=1.C([O-])([O-])=O.[K+].[K+].[CH:18](Br)([CH3:20])[CH3:19]. The catalyst is CN(C=O)C. The product is [I:1][C:2]1[C:10]2[C:5](=[N:6][CH:7]=[N:8][C:9]=2[NH2:11])[N:4]([CH:18]([CH3:20])[CH3:19])[N:3]=1. The yield is 0.720.